From a dataset of Catalyst prediction with 721,799 reactions and 888 catalyst types from USPTO. Predict which catalyst facilitates the given reaction. (1) Reactant: C([O-])([O-])=O.[K+].[K+].C(O/[CH:12]=[CH:13]/[C:14]1[C:19]([CH3:20])=[CH:18][N:17]=[C:16]([Cl:21])[N:15]=1)CCC.[I-].[NH2:23][N+:24]1[CH:29]=[CH:28][CH:27]=[CH:26][CH:25]=1.C(Cl)Cl. Product: [Cl:21][C:16]1[N:15]=[C:14]([C:13]2[CH:12]=[N:23][N:24]3[CH:29]=[CH:28][CH:27]=[CH:26][C:25]=23)[C:19]([CH3:20])=[CH:18][N:17]=1. The catalyst class is: 31. (2) Reactant: [CH2:1]([N:3]1[CH2:7][CH2:6][N:5]([C:8]2[CH:13]=[CH:12][N:11]=[C:10]([C:14]#[N:15])[CH:9]=2)[C:4]1=[O:16])[CH3:2].[C:17](OC)(=[O:25])[C:18]1[C:19](=[CH:21][CH:22]=[CH:23][CH:24]=1)[SH:20].C(N(CC)CC)C. Product: [CH2:1]([N:3]1[CH2:7][CH2:6][N:5]([C:8]2[CH:13]=[CH:12][N:11]=[C:10]([C:14]3[S:20][C:19]4[CH:21]=[CH:22][CH:23]=[CH:24][C:18]=4[C:17](=[O:25])[N:15]=3)[CH:9]=2)[C:4]1=[O:16])[CH3:2]. The catalyst class is: 11. (3) Reactant: [CH2:1]([C:5]1[CH:10]=[CH:9][C:8]([C:11]#[C:12][C:13]2[CH:31]=[CH:30][C:16]([CH2:17][NH:18][C:19]3[CH:20]=[CH:21][C:22]([F:29])=[C:23]([CH:28]=3)[C:24]([O:26][CH3:27])=[O:25])=[CH:15][CH:14]=2)=[CH:7][CH:6]=1)[CH2:2][CH2:3][CH3:4].[CH2:32]=O.[OH-].[Na+]. Product: [CH2:1]([C:5]1[CH:6]=[CH:7][C:8]([C:11]#[C:12][C:13]2[CH:14]=[CH:15][C:16]([CH2:17][N:18]([CH3:32])[C:19]3[CH:20]=[CH:21][C:22]([F:29])=[C:23]([CH:28]=3)[C:24]([O:26][CH3:27])=[O:25])=[CH:30][CH:31]=2)=[CH:9][CH:10]=1)[CH2:2][CH2:3][CH3:4]. The catalyst class is: 106. (4) Reactant: Cl.[NH2:2][C:3]1[CH:11]=[CH:10][CH:9]=[C:5]([C:6]([OH:8])=O)[C:4]=1[C:12]([OH:14])=O.Cl.[NH2:16][C@@H:17]1[CH2:22][NH:21][C:20](=[O:23])[CH2:19][CH2:18]1.C(N(CC)CC)C. Product: [NH2:2][C:3]1[CH:11]=[CH:10][CH:9]=[C:5]2[C:4]=1[C:12](=[O:14])[N:16]([C@H:17]1[CH2:18][CH2:19][C:20](=[O:23])[NH:21][CH2:22]1)[C:6]2=[O:8]. The catalyst class is: 3. (5) Reactant: [CH2:1]([N:8]([CH3:19])[CH2:9][CH2:10][O:11][CH2:12][CH2:13][O:14][CH2:15][C:16]([OH:18])=[O:17])[C:2]1[CH:7]=[CH:6][CH:5]=[CH:4][CH:3]=1.S(=O)(=O)(O)O.[C:25](=O)([O-])[O-].[Na+].[Na+]. Product: [CH2:1]([N:8]([CH3:19])[CH2:9][CH2:10][O:11][CH2:12][CH2:13][O:14][CH2:15][C:16]([O:18][CH3:25])=[O:17])[C:2]1[CH:3]=[CH:4][CH:5]=[CH:6][CH:7]=1. The catalyst class is: 24.